Dataset: Forward reaction prediction with 1.9M reactions from USPTO patents (1976-2016). Task: Predict the product of the given reaction. (1) Given the reactants [C:1]([C:4]1[CH:5]=[C:6]([CH:11]=[CH:12][CH:13]=1)[C:7]([O:9][CH3:10])=[O:8])(=[S:3])[NH2:2].CO[CH:16](OC)[CH2:17]Cl.CC1C=CC(S(O)(=O)=O)=CC=1, predict the reaction product. The product is: [S:3]1[CH:17]=[CH:16][N:2]=[C:1]1[C:4]1[CH:5]=[C:6]([CH:11]=[CH:12][CH:13]=1)[C:7]([O:9][CH3:10])=[O:8]. (2) The product is: [C:29]([C:28]1[CH:31]=[C:24]([CH:25]=[CH:26][C:27]=1[CH:32]1[CH2:37][CH2:36][CH2:35][CH2:34][CH2:33]1)[CH2:23][O:1][C:2]1[CH:10]=[CH:9][C:8]2[N:7]3[CH2:11][CH2:12][CH:13]([CH2:14][C:15]([O:17][C:18]([CH3:21])([CH3:20])[CH3:19])=[O:16])[C:6]3=[CH:5][C:4]=2[CH:3]=1)#[N:30]. Given the reactants [OH:1][C:2]1[CH:10]=[CH:9][C:8]2[N:7]3[CH2:11][CH2:12][CH:13]([CH2:14][C:15]([O:17][C:18]([CH3:21])([CH3:20])[CH3:19])=[O:16])[C:6]3=[CH:5][C:4]=2[CH:3]=1.Cl[CH2:23][C:24]1[CH:25]=[CH:26][C:27]([CH:32]2[CH2:37][CH2:36][CH2:35][CH2:34][CH2:33]2)=[C:28]([CH:31]=1)[C:29]#[N:30].C(=O)([O-])[O-].[Cs+].[Cs+], predict the reaction product. (3) Given the reactants [N:1]12[CH2:8][CH2:7][C:4]([C:9]([C:19]3[CH:24]=[CH:23][C:22]([O:25][CH3:26])=[CH:21][CH:20]=3)([C:11]3[CH:16]=[CH:15][C:14]([O:17][CH3:18])=[CH:13][CH:12]=3)[OH:10])([CH2:5][CH2:6]1)[CH2:3][CH2:2]2.[C:27]1([CH2:33][O:34][CH2:35][CH2:36][Br:37])[CH:32]=[CH:31][CH:30]=[CH:29][CH:28]=1, predict the reaction product. The product is: [Br-:37].[OH:10][C:9]([C:19]1[CH:20]=[CH:21][C:22]([O:25][CH3:26])=[CH:23][CH:24]=1)([C:11]1[CH:16]=[CH:15][C:14]([O:17][CH3:18])=[CH:13][CH:12]=1)[C:4]12[CH2:5][CH2:6][N+:1]([CH2:36][CH2:35][O:34][CH2:33][C:27]3[CH:32]=[CH:31][CH:30]=[CH:29][CH:28]=3)([CH2:2][CH2:3]1)[CH2:8][CH2:7]2. (4) Given the reactants C[O:2][C:3](=[O:21])[C@@H:4]([NH:10][C:11]([O:13][CH2:14][C:15]1[CH:20]=[CH:19][CH:18]=[CH:17][CH:16]=1)=[O:12])[CH2:5][Si:6]([CH3:9])([CH3:8])[CH3:7].[OH-].[Na+], predict the reaction product. The product is: [CH2:14]([O:13][C:11]([NH:10][C@@H:4]([CH2:5][Si:6]([CH3:9])([CH3:8])[CH3:7])[C:3]([OH:21])=[O:2])=[O:12])[C:15]1[CH:16]=[CH:17][CH:18]=[CH:19][CH:20]=1. (5) Given the reactants [Br:1][C:2]1[CH:7]=[CH:6][N:5]=[C:4](F)[CH:3]=1.[NH2:9][CH2:10][CH:11]([OH:23])[CH2:12][N:13]1[CH2:22][CH2:21][C:20]2[C:15](=[CH:16][CH:17]=[CH:18][CH:19]=2)[CH2:14]1.O, predict the reaction product. The product is: [Br:1][C:2]1[CH:7]=[CH:6][N:5]=[C:4]([NH:9][CH2:10][CH:11]([OH:23])[CH2:12][N:13]2[CH2:22][CH2:21][C:20]3[C:15](=[CH:16][CH:17]=[CH:18][CH:19]=3)[CH2:14]2)[CH:3]=1. (6) The product is: [CH3:16][O:17][C:18]1[CH:23]=[CH:22][C:21]([O:24][C:2]2[C:3]([CH3:15])=[CH:4][C:5]([N+:12]([O-:14])=[O:13])=[C:6]([CH2:8][C:9]([NH2:11])=[O:10])[CH:7]=2)=[CH:20][CH:19]=1. Given the reactants F[C:2]1[C:3]([CH3:15])=[CH:4][C:5]([N+:12]([O-:14])=[O:13])=[C:6]([CH2:8][C:9]([NH2:11])=[O:10])[CH:7]=1.[CH3:16][O:17][C:18]1[CH:23]=[CH:22][C:21]([OH:24])=[CH:20][CH:19]=1.C([O-])([O-])=O.[K+].[K+], predict the reaction product.